From a dataset of Full USPTO retrosynthesis dataset with 1.9M reactions from patents (1976-2016). Predict the reactants needed to synthesize the given product. Given the product [OH:18][C:14]([CH2:13][CH2:12][C:6]1[CH:11]=[CH:10][CH:9]=[CH:8][CH:7]=1)([CH2:15][CH2:16][CH3:17])[CH2:47][C:48]([O:50][CH3:51])=[O:49], predict the reactants needed to synthesize it. The reactants are: C[Si](C)(C)Cl.[C:6]1([CH2:12][CH2:13][C:14](=[O:18])[CH2:15][CH2:16][CH3:17])[CH:11]=[CH:10][CH:9]=[CH:8][CH:7]=1.C(=O)C1C=CC=CC=1.CC(=O)CCC.C1(C=CC(=O)CCC)C=CC=CC=1.Br[CH2:47][C:48]([O:50][CH3:51])=[O:49].Cl.